Task: Predict the reactants needed to synthesize the given product.. Dataset: Full USPTO retrosynthesis dataset with 1.9M reactions from patents (1976-2016) (1) Given the product [F:1][C:2]1[CH:3]=[CH:4][C:5]([CH:8]2[CH2:9][CH2:10][N:11]([C:19]3[N:24]=[C:23]([CH3:25])[N:22]([CH2:26][C:27]4[S:28][C:29]([C:32]([F:35])([F:34])[F:33])=[CH:30][CH:31]=4)[C:21](=[O:36])[N:20]=3)[CH2:12][C:13]2([CH2:18][OH:17])[CH2:14][OH:15])=[CH:6][CH:7]=1, predict the reactants needed to synthesize it. The reactants are: [F:1][C:2]1[CH:7]=[CH:6][C:5]([CH:8]2[C:13]3([CH2:18][O:17]C[O:15][CH2:14]3)[CH2:12][N:11]([C:19]3[N:24]=[C:23]([CH3:25])[N:22]([CH2:26][C:27]4[S:28][C:29]([C:32]([F:35])([F:34])[F:33])=[CH:30][CH:31]=4)[C:21](=[O:36])[N:20]=3)[CH2:10][CH2:9]2)=[CH:4][CH:3]=1.Cl.C(=O)([O-])[O-].[Na+].[Na+]. (2) Given the product [F:1][C:2]1[CH:7]=[C:6]([F:8])[CH:5]=[CH:4][C:3]=1[C:9]1[N:18]=[C:17]([C:19]([N:28]2[CH2:27][CH2:26][C:25]3[C:30](=[CH:31][CH:32]=[C:33]([O:34][CH3:35])[C:24]=3[OH:23])[CH2:29]2)=[O:21])[C:16]2[C:11](=[CH:12][CH:13]=[CH:14][CH:15]=2)[N:10]=1, predict the reactants needed to synthesize it. The reactants are: [F:1][C:2]1[CH:7]=[C:6]([F:8])[CH:5]=[CH:4][C:3]=1[C:9]1[N:18]=[C:17]([C:19]([OH:21])=O)[C:16]2[C:11](=[CH:12][CH:13]=[CH:14][CH:15]=2)[N:10]=1.Cl.[OH:23][C:24]1[C:33]([O:34][CH3:35])=[CH:32][CH:31]=[C:30]2[C:25]=1[CH2:26][CH2:27][NH:28][CH2:29]2.